This data is from Reaction yield outcomes from USPTO patents with 853,638 reactions. The task is: Predict the reaction yield, written as a fraction of the theoretical maximum amount of product (1.0 means a 100% yield; for example, 0.34 means a 34% yield). (1) The reactants are [CH3:1][O:2][C:3]1[CH:4]=[C:5]2[C:10](=[CH:11][C:12]=1[O:13][CH3:14])[N:9]=[CH:8][CH:7]=[C:6]2[O:15][C:16]1[C:22]([CH3:23])=[CH:21][C:19]([NH2:20])=[C:18]([CH3:24])[CH:17]=1.C1(C)C=CC=CC=1.C(N(CC)CC)C.Cl[C:40](Cl)([O:42]C(=O)OC(Cl)(Cl)Cl)Cl.[CH3:51][O:52][C:53]1[CH:61]=[CH:60][C:56]([CH:57]([OH:59])[CH3:58])=[CH:55][CH:54]=1. The catalyst is C(Cl)Cl. The product is [CH3:1][O:2][C:3]1[CH:4]=[C:5]2[C:10](=[CH:11][C:12]=1[O:13][CH3:14])[N:9]=[CH:8][CH:7]=[C:6]2[O:15][C:16]1[C:22]([CH3:23])=[CH:21][C:19]([NH:20][C:40](=[O:42])[O:59][CH:57]([C:56]2[CH:60]=[CH:61][C:53]([O:52][CH3:51])=[CH:54][CH:55]=2)[CH3:58])=[C:18]([CH3:24])[CH:17]=1. The yield is 0.600. (2) The reactants are [NH:1]1[CH2:6][CH2:5][CH2:4][CH2:3][CH:2]1[C:7]1[NH:8][C:9]2[C:14]([CH:15]=1)=[CH:13][C:12]([NH2:16])=[CH:11][CH:10]=2.[CH3:17][C:18]([O:21][C:22](O[C:22]([O:21][C:18]([CH3:20])([CH3:19])[CH3:17])=[O:23])=[O:23])([CH3:20])[CH3:19]. The catalyst is CCN(CC)CC.C1COCC1.O. The product is [NH2:16][C:12]1[CH:13]=[C:14]2[C:9](=[CH:10][CH:11]=1)[NH:8][C:7]([CH:2]1[CH2:3][CH2:4][CH2:5][CH2:6][N:1]1[C:22]([O:21][C:18]([CH3:20])([CH3:19])[CH3:17])=[O:23])=[CH:15]2. The yield is 0.0100. (3) The reactants are [CH2:1]([C:8]1[CH:13]=[CH:12][C:11](CO)=[CH:10][C:9]=1[O:16][CH2:17][C:18]1[CH:23]=[CH:22][CH:21]=[CH:20][CH:19]=1)[C:2]1[CH:7]=[CH:6][CH:5]=[CH:4][CH:3]=1.[Cl-].[CH2:25]([O:27][CH:28]([P+](C1C=CC=CC=1)(C1C=CC=CC=1)C1C=CC=CC=1)[C:29](OCC)=O)[CH3:26].[C:53](=[O:56])([O-])[O-:54].[K+].[K+].[CH:59](O)(C)[CH3:60]. No catalyst specified. The product is [CH2:1]([C:8]1[CH:13]=[C:12](/[CH:26]=[C:25](/[O:27][CH2:28][CH3:29])\[C:53]([O:54][CH2:59][CH3:60])=[O:56])[CH:11]=[CH:10][C:9]=1[O:16][CH2:17][C:18]1[CH:23]=[CH:22][CH:21]=[CH:20][CH:19]=1)[C:2]1[CH:3]=[CH:4][CH:5]=[CH:6][CH:7]=1. The yield is 0.460.